This data is from Choline transporter screen with 302,306 compounds. The task is: Binary Classification. Given a drug SMILES string, predict its activity (active/inactive) in a high-throughput screening assay against a specified biological target. (1) The drug is S(=O)(=O)(NCC(=O)NC1CC1)c1cc(OC)c(OC)cc1. The result is 0 (inactive). (2) The compound is s1c(nnc1NC(=O)/C=C(/C)C)c1ccc(F)cc1. The result is 0 (inactive). (3) The compound is S(=O)(=O)(Nc1ccc(cc1)C)c1cc(C(=O)NCC(N2CCCCC2)c2occc2)ccc1. The result is 1 (active). (4) The compound is S(=O)(=O)(c1cn(c2c(c1=O)cc(OC)cc2)CCC)c1ccc(OC)cc1. The result is 0 (inactive). (5) The molecule is s1c(c(n(c2ccccc2)c1=S)N(C(=O)C)C(=O)C)C(OCC)=O. The result is 1 (active). (6) The molecule is Fc1c(COc2ccc(cc2)c2nn(nn2)C)cccc1. The result is 0 (inactive).